Dataset: NCI-60 drug combinations with 297,098 pairs across 59 cell lines. Task: Regression. Given two drug SMILES strings and cell line genomic features, predict the synergy score measuring deviation from expected non-interaction effect. Drug 1: C1=NC2=C(N=C(N=C2N1C3C(C(C(O3)CO)O)F)Cl)N. Drug 2: C(CN)CNCCSP(=O)(O)O. Cell line: NCIH23. Synergy scores: CSS=27.0, Synergy_ZIP=-5.05, Synergy_Bliss=-1.06, Synergy_Loewe=-41.5, Synergy_HSA=-3.61.